Predict the reaction yield, written as a fraction of the theoretical maximum amount of product (1.0 means a 100% yield; for example, 0.34 means a 34% yield). From a dataset of Reaction yield outcomes from USPTO patents with 853,638 reactions. (1) The reactants are [O:1]1[CH2:6][CH2:5][CH:4]([O:7][C:8]2[CH:17]=[CH:16][C:11]([C:12]([O:14]C)=[O:13])=[CH:10][CH:9]=2)[CH2:3][CH2:2]1.[OH-].[Na+]. The catalyst is CO.O. The product is [O:1]1[CH2:2][CH2:3][CH:4]([O:7][C:8]2[CH:17]=[CH:16][C:11]([C:12]([OH:14])=[O:13])=[CH:10][CH:9]=2)[CH2:5][CH2:6]1. The yield is 0.986. (2) The catalyst is C1COCC1.C(Cl)Cl. The reactants are C1C=CC2N(O)N=NC=2C=1.O.C(N(CC)C(C)C)(C)C.[CH3:21][C@H:22]([NH:26][C:27]([O:29][C:30]([CH3:33])([CH3:32])[CH3:31])=[O:28])[C:23]([OH:25])=O.Cl.CN(C)CCCN=C=NCC.[NH2:46][CH:47]1[N:53]=[C:52]([C:54]2[CH:59]=[CH:58][CH:57]=[CH:56][CH:55]=2)[C:51]2[CH:60]=[CH:61][CH:62]=[CH:63][C:50]=2[N:49]([CH2:64][CH2:65][CH2:66][C:67]([F:70])([F:69])[F:68])[C:48]1=[O:71]. The product is [C:30]([O:29][C:27]([NH:26][C@H:22]([C:23]([NH:46][CH:47]1[N:53]=[C:52]([C:54]2[CH:55]=[CH:56][CH:57]=[CH:58][CH:59]=2)[C:51]2[CH:60]=[CH:61][CH:62]=[CH:63][C:50]=2[N:49]([CH2:64][CH2:65][CH2:66][C:67]([F:69])([F:68])[F:70])[C:48]1=[O:71])=[O:25])[CH3:21])=[O:28])([CH3:33])([CH3:32])[CH3:31]. The yield is 0.830. (3) The reactants are F[C:2]1[C:7]([F:8])=[CH:6][C:5]([C:9]2[O:10][C:11]([C:14]3[C:15]([C:20]4[CH:25]=[CH:24][CH:23]=[CH:22][CH:21]=4)=[N:16][O:17][C:18]=3[CH3:19])=[N:12][N:13]=2)=[C:4]([O:26][CH3:27])[CH:3]=1.[NH:28]1[CH2:33][CH2:32][O:31][CH2:30][CH2:29]1. No catalyst specified. The product is [F:8][C:7]1[CH:6]=[C:5]([C:9]2[O:10][C:11]([C:14]3[C:15]([C:20]4[CH:21]=[CH:22][CH:23]=[CH:24][CH:25]=4)=[N:16][O:17][C:18]=3[CH3:19])=[N:12][N:13]=2)[C:4]([O:26][CH3:27])=[CH:3][C:2]=1[N:28]1[CH2:33][CH2:32][O:31][CH2:30][CH2:29]1. The yield is 0.110. (4) The reactants are [C:1]([O-:4])(=[O:3])C.[O:5]=[C:6]1[C@@H:9]([NH3+:10])[CH2:8][NH:7]1.[CH3:11]CN(C(C)C)C(C)C.[CH:20]1([C:26]2[CH:31]=[CH:30][CH:29]=[CH:28][C:27]=2C2C=CN(C([O-])=O)C(=O)C=2C)[CH2:25][CH2:24][CH2:23][CH2:22][CH2:21]1. The catalyst is C(Cl)Cl. The product is [CH:26]1([C:20]2[CH:21]=[CH:22][CH:23]=[CH:24][C:25]=2[O:4][C:1](=[O:3])[N:10]([CH3:11])[C@H:9]2[CH2:8][NH:7][C:6]2=[O:5])[CH2:27][CH2:28][CH2:29][CH2:30][CH2:31]1. The yield is 0.450. (5) The reactants are Br[C:2]1[CH:3]=[C:4]([C:8]2[C:17]3[C:12](=[N:13][CH:14]=[C:15]([C:18](=[O:26])[C:19]4[CH:24]=[CH:23][C:22]([Cl:25])=[CH:21][CH:20]=4)[CH:16]=3)[N:11]([CH3:27])[C:10](=[O:28])[CH:9]=2)[CH:5]=[CH:6][CH:7]=1.[Si:29]([C:33]#[CH:34])([CH3:32])([CH3:31])[CH3:30]. The catalyst is C1COCC1.CCOC(C)=O.C1C=CC([P]([Pd]([P](C2C=CC=CC=2)(C2C=CC=CC=2)C2C=CC=CC=2)([P](C2C=CC=CC=2)(C2C=CC=CC=2)C2C=CC=CC=2)[P](C2C=CC=CC=2)(C2C=CC=CC=2)C2C=CC=CC=2)(C2C=CC=CC=2)C2C=CC=CC=2)=CC=1.[Cu]I. The product is [Cl:25][C:22]1[CH:23]=[CH:24][C:19]([C:18]([C:15]2[CH:16]=[C:17]3[C:12](=[N:13][CH:14]=2)[N:11]([CH3:27])[C:10](=[O:28])[CH:9]=[C:8]3[C:4]2[CH:5]=[CH:6][CH:7]=[C:2]([C:34]#[C:33][Si:29]([CH3:32])([CH3:31])[CH3:30])[CH:3]=2)=[O:26])=[CH:20][CH:21]=1. The yield is 0.800. (6) The reactants are [CH3:1][O:2][C:3]1[N:8]=[C:7]([O:9][CH3:10])[C:6](B(O)O)=[CH:5][N:4]=1.[C:14]([C:16]1[C:21](Br)=[CH:20][CH:19]=[CH:18][N:17]=1)#[N:15].C([O-])([O-])=O.[Na+].[Na+].C1C=CC(P(C2C=CC=CC=2)C2C=CC=CC=2)=CC=1. The catalyst is C(O)CC.CC([O-])=O.CC([O-])=O.[Pd+2]. The product is [CH3:1][O:2][C:3]1[N:8]=[C:7]([O:9][CH3:10])[C:6]([C:21]2[C:16]([C:14]#[N:15])=[N:17][CH:18]=[CH:19][CH:20]=2)=[CH:5][N:4]=1. The yield is 0.760. (7) The reactants are [H-].[Na+].[O:3]1[CH2:6][CH:5]([OH:7])[CH2:4]1.[C:8](=O)([O:16]C1C=CC=CN=1)[O:9][C:10]1[CH:15]=[CH:14][CH:13]=[CH:12][N:11]=1. The catalyst is C1COCC1.CCOC(C)=O. The product is [C:8](=[O:16])([O:9][C:10]1[CH:15]=[CH:14][CH:13]=[CH:12][N:11]=1)[O:7][CH:5]1[CH2:6][O:3][CH2:4]1. The yield is 0.172. (8) The reactants are C([O:3][C:4](=[O:28])[CH2:5][CH2:6][CH2:7][O:8][C:9]1[CH:14]=[CH:13][C:12]([Cl:15])=[CH:11][C:10]=1[NH:16][C:17]([NH:19][C:20]1[CH:25]=[CH:24][C:23]([C:26]#[N:27])=[CH:22][N:21]=1)=[O:18])C.[OH-].[K+].CO.O. The catalyst is O1CCCC1. The product is [Cl:15][C:12]1[CH:13]=[CH:14][C:9]([O:8][CH2:7][CH2:6][CH2:5][C:4]([OH:28])=[O:3])=[C:10]([NH:16][C:17]([NH:19][C:20]2[CH:25]=[CH:24][C:23]([C:26]#[N:27])=[CH:22][N:21]=2)=[O:18])[CH:11]=1. The yield is 0.780. (9) The reactants are [NH2:1][C:2]1[CH:7]=[CH:6][CH:5]=[CH:4][C:3]=1[C:8]1[NH:9][C:10]2[C:15]([CH:16]=1)=[CH:14][CH:13]=[CH:12][CH:11]=2.[OH:17][C:18]1[CH:19]=[C:20]([CH:24]=[CH:25][C:26]=1[OH:27])[C:21](O)=[O:22]. No catalyst specified. The product is [OH:17][C:18]1[CH:19]=[C:20]([CH:24]=[CH:25][C:26]=1[OH:27])[C:21]([NH:1][C:2]1[CH:7]=[CH:6][CH:5]=[CH:4][C:3]=1[C:8]1[NH:9][C:10]2[C:15]([CH:16]=1)=[CH:14][CH:13]=[CH:12][CH:11]=2)=[O:22]. The yield is 0.540. (10) The reactants are O=[O+][O-].[CH3:4][C:5]([S@:8]([N:10]=[CH:11][C:12]1[CH:17]=[CH:16][C:15]([O:18][CH2:19][C:20]([F:23])([F:22])[F:21])=[CH:14][N:13]=1)=[O:9])([CH3:7])[CH3:6].ClCCl.[BH4-].[Na+].[CH3:29][OH:30]. No catalyst specified. The product is [OH:30][CH2:29][C@@H:11]([NH:10][S:8]([C:5]([CH3:4])([CH3:6])[CH3:7])=[O:9])[C:12]1[CH:17]=[CH:16][C:15]([O:18][CH2:19][C:20]([F:23])([F:21])[F:22])=[CH:14][N:13]=1. The yield is 0.616.